From a dataset of Full USPTO retrosynthesis dataset with 1.9M reactions from patents (1976-2016). Predict the reactants needed to synthesize the given product. (1) Given the product [NH2:14][C:16]1[CH:17]=[C:18]2[C:23](=[CH:24][C:25]=1[F:26])[C:22](=[O:27])[N:21]([C:28]1[CH:29]=[CH:30][C:31]([NH:7][C:5]([NH:4][S:1]([C:41]3[S:42][C:38]([CH:37]([F:47])[F:36])=[CH:39][CH:40]=3)(=[O:3])=[O:2])=[O:6])=[CH:32][CH:33]=1)[CH:20]=[CH:19]2, predict the reactants needed to synthesize it. The reactants are: [S:1](=[N:4][C:5]([NH2:7])=[O:6])(=[O:3])=[O:2].C(OC(=O)[N:14]([C:16]1[CH:17]=[C:18]2[C:23](=[CH:24][C:25]=1[F:26])[C:22](=[O:27])[N:21]([C:28]1[CH:33]=[CH:32][C:31](N)=[CH:30][CH:29]=1)[CH:20]=[CH:19]2)C)(C)(C)C.[F:36][CH:37]([F:47])[C:38]1[S:42][C:41](S(N)(=O)=O)=[CH:40][CH:39]=1. (2) Given the product [CH3:27][O:26][C:14]1[C:15]2[N:16]([CH3:25])[C:17]3[C:22](=[CH:21][C:20]([NH:24][S:37]([CH2:35][CH3:36])(=[O:39])=[O:38])=[CH:19][CH:18]=3)[C:23]=2[C:11]([C:9]([NH2:8])=[O:10])=[CH:12][CH:13]=1, predict the reactants needed to synthesize it. The reactants are: ClC1C=NC=C(Cl)C=1[NH:8][C:9]([C:11]1[C:23]2[C:22]3[C:17](=[CH:18][CH:19]=[C:20]([NH2:24])[CH:21]=3)[N:16]([CH3:25])[C:15]=2[C:14]([O:26][CH3:27])=[CH:13][CH:12]=1)=[O:10].N1C=CC=CC=1.[CH2:35]([S:37](Cl)(=[O:39])=[O:38])[CH3:36]. (3) Given the product [CH3:26][O:19][C:1](=[O:20])[CH2:2][CH2:3][CH2:4][CH2:5][CH2:6][CH2:7][CH2:8]/[CH:9]=[CH:10]\[CH2:11][CH2:12][CH2:13][CH2:14][CH2:15][CH2:16][CH2:17][CH3:18], predict the reactants needed to synthesize it. The reactants are: [C:1]([OH:20])(=[O:19])[CH2:2][CH2:3][CH2:4][CH2:5][CH2:6][CH2:7][CH2:8]/[CH:9]=[CH:10]\[CH2:11][CH2:12][CH2:13][CH2:14][CH2:15][CH2:16][CH2:17][CH3:18].S(=O)(=O)(O)O.[C:26]1(C)C=CC(S(O)(=O)=O)=CC=1.C[O-].[Na+]. (4) Given the product [CH3:17][C@@H:2]1[O:12][CH2:11][C@@H:10]2[CH2:9][CH2:8][C@@H:7]([C:13]([O:15][CH3:16])=[O:14])[CH2:6][N:5]2[C:3]1=[O:4], predict the reactants needed to synthesize it. The reactants are: Cl[C@H:2]([CH3:17])[C:3]([N:5]1[C@H:10]([CH2:11][OH:12])[CH2:9][CH2:8][C@@H:7]([C:13]([O:15][CH3:16])=[O:14])[CH2:6]1)=[O:4].[H-].[Na+]. (5) Given the product [Cl:18][C:13]1[N:15]=[CH:4][C:3]2[C:2](=[CH:9][C:8]([Cl:10])=[C:7]([F:11])[CH:6]=2)[N:1]=1, predict the reactants needed to synthesize it. The reactants are: [NH2:1][C:2]1[CH:9]=[C:8]([Cl:10])[C:7]([F:11])=[CH:6][C:3]=1[CH:4]=O.N[C:13]([NH2:15])=O.P(Cl)(Cl)([Cl:18])=O. (6) Given the product [Br:9][C:10]1[CH:11]=[C:12]([S:16][C:22]2[C:21]3[C:25](=[CH:26][C:18]([Cl:17])=[CH:19][CH:20]=3)[NH:24][CH:23]=2)[CH:13]=[CH:14][CH:15]=1, predict the reactants needed to synthesize it. The reactants are: ClN1C(=O)CCC1=O.[Br:9][C:10]1[CH:11]=[C:12]([SH:16])[CH:13]=[CH:14][CH:15]=1.[Cl:17][C:18]1[CH:26]=[C:25]2[C:21]([CH:22]=[CH:23][NH:24]2)=[CH:20][CH:19]=1. (7) Given the product [F:1][C:2]([F:7])([F:6])[C:3]([OH:5])=[O:4].[F:1][C:2]([F:7])([F:6])[C:3]([OH:5])=[O:4].[OH:8][C:9]([C:12]1[N:17]=[C:16]([C:18]([F:21])([F:20])[F:19])[N:15]=[C:14]([O:22][C@@H:23]2[CH2:24][CH2:25][C@H:26]([N:29]3[CH2:32][C:31]([CH2:55][C:56]#[N:57])([N:33]4[CH:37]=[C:36]([C:38]5[C:39]6[CH:46]=[CH:45][NH:44][C:40]=6[N:41]=[CH:42][N:43]=5)[CH:35]=[N:34]4)[CH2:30]3)[CH2:27][CH2:28]2)[CH:13]=1)([CH3:10])[CH3:11], predict the reactants needed to synthesize it. The reactants are: [F:1][C:2]([F:7])([F:6])[C:3]([OH:5])=[O:4].[OH:8][C:9]([C:12]1[N:17]=[C:16]([C:18]([F:21])([F:20])[F:19])[N:15]=[C:14]([O:22][C@@H:23]2[CH2:28][CH2:27][C@H:26]([N:29]3[CH2:32][C:31]([CH2:55][C:56]#[N:57])([N:33]4[CH:37]=[C:36]([C:38]5[C:39]6[CH:46]=[CH:45][N:44](COCC[Si](C)(C)C)[C:40]=6[N:41]=[CH:42][N:43]=5)[CH:35]=[N:34]4)[CH2:30]3)[CH2:25][CH2:24]2)[CH:13]=1)([CH3:11])[CH3:10].[OH-].[NH4+].O. (8) The reactants are: [C:1]1([O:8][CH3:9])[C:2](=[CH:4][CH:5]=[CH:6][CH:7]=1)[OH:3].[CH3:10][CH:11]([Si:13](Cl)([CH:17]([CH3:19])[CH3:18])[CH:14]([CH3:16])[CH3:15])[CH3:12].N1C=CN=C1. Given the product [CH:11]([Si:13]([CH:17]([CH3:19])[CH3:18])([CH:14]([CH3:16])[CH3:15])[O:3][C:2]1[CH:4]=[CH:5][CH:6]=[CH:7][C:1]=1[O:8][CH3:9])([CH3:12])[CH3:10], predict the reactants needed to synthesize it. (9) Given the product [CH3:11][C:9]1[N:8]=[CH:7][N:6]2[C:2]([C:32]3[CH:31]=[C:30]([C:34]4[C:35]([C:40]#[N:41])=[CH:36][CH:37]=[CH:38][CH:39]=4)[CH:29]=[CH:28][CH:33]=3)=[CH:3][N:4]=[C:5]2[CH:10]=1, predict the reactants needed to synthesize it. The reactants are: Br[C:2]1[N:6]2[CH:7]=[N:8][C:9]([CH3:11])=[CH:10][C:5]2=[N:4][CH:3]=1.P([O-])([O-])([O-])=O.[K+].[K+].[K+].CC1(C)C(C)(C)OB([C:28]2[CH:29]=[C:30]([C:34]3[C:35]([C:40]#[N:41])=[CH:36][CH:37]=[CH:38][CH:39]=3)[CH:31]=[CH:32][CH:33]=2)O1.CN(C)C(=O)C.